This data is from Forward reaction prediction with 1.9M reactions from USPTO patents (1976-2016). The task is: Predict the product of the given reaction. (1) Given the reactants [BH4-].[Na+].[O:3]1[C:7]2[CH:8]=[CH:9][CH:10]=[CH:11][C:6]=2[N:5]=[CH:4]1.C(O)(=O)C, predict the reaction product. The product is: [CH3:4][NH:5][C:6]1[CH:11]=[CH:10][CH:9]=[CH:8][C:7]=1[OH:3]. (2) The product is: [CH3:1][O:2][C:3](=[O:40])[CH2:4][CH2:5][NH:6][C:7](=[O:39])[C:8]1[CH:13]=[CH:12][C:11]([CH:14]=[C:15]([C:32]2[CH:33]=[CH:34][C:35]([Cl:38])=[CH:36][CH:37]=2)[C:16]2[S:17][CH:18]=[C:19]([C:21]3[CH:26]=[CH:25][C:24]([O:27][C:28]([F:30])([F:31])[F:29])=[CH:23][CH:22]=3)[N:20]=2)=[CH:10][CH:9]=1. Given the reactants [CH3:1][O:2][C:3](=[O:40])[CH2:4][CH2:5][NH:6][C:7](=[O:39])[C:8]1[CH:13]=[CH:12][C:11]([CH2:14][CH:15]([C:32]2[CH:37]=[CH:36][C:35]([Cl:38])=[CH:34][CH:33]=2)[C:16]2[S:17][CH:18]=[C:19]([C:21]3[CH:26]=[CH:25][C:24]([O:27][C:28]([F:31])([F:30])[F:29])=[CH:23][CH:22]=3)[N:20]=2)=[CH:10][CH:9]=1.BrN1C(=O)CCC1=O.C(OOC(=O)C1C=CC=CC=1)(=O)C1C=CC=CC=1.C(=O)([O-])[O-].[Li+].[Li+].[Br-].[Li+], predict the reaction product.